This data is from Buchwald-Hartwig C-N cross coupling reaction yields with 55,370 reactions. The task is: Predict the reaction yield, written as a fraction of the theoretical maximum amount of product (1.0 means a 100% yield; for example, 0.34 means a 34% yield). (1) The reactants are CCc1ccc(Cl)cc1.Cc1ccc(N)cc1.O=S(=O)(O[Pd]1c2ccccc2-c2ccccc2N~1)C(F)(F)F.CC(C)c1cc(C(C)C)c(-c2ccccc2P(C(C)(C)C)C(C)(C)C)c(C(C)C)c1.CCN=P(N=P(N(C)C)(N(C)C)N(C)C)(N(C)C)N(C)C.Cc1cc(C)on1. No catalyst specified. The product is CCc1ccc(Nc2ccc(C)cc2)cc1. The yield is 0.138. (2) The reactants are Clc1ccccn1.Cc1ccc(N)cc1.O=S(=O)(O[Pd]1c2ccccc2-c2ccccc2N~1)C(F)(F)F.COc1ccc(OC)c(P([C@]23C[C@H]4C[C@H](C[C@H](C4)C2)C3)[C@]23C[C@H]4C[C@H](C[C@H](C4)C2)C3)c1-c1c(C(C)C)cc(C(C)C)cc1C(C)C.CN1CCCN2CCCN=C12.CCOC(=O)c1cc(OC)no1. No catalyst specified. The product is Cc1ccc(Nc2ccccn2)cc1. The yield is 0.526. (3) The reactants are Clc1cccnc1.Cc1ccc(N)cc1.O=S(=O)(O[Pd]1c2ccccc2-c2ccccc2N~1)C(F)(F)F.COc1ccc(OC)c(P([C@]23C[C@H]4C[C@H](C[C@H](C4)C2)C3)[C@]23C[C@H]4C[C@H](C[C@H](C4)C2)C3)c1-c1c(C(C)C)cc(C(C)C)cc1C(C)C.CN1CCCN2CCCN=C12.CCOC(=O)c1cc(C)on1. No catalyst specified. The product is Cc1ccc(Nc2cccnc2)cc1. The yield is 0.145. (4) The reactants are Clc1cccnc1.Cc1ccc(N)cc1.O=S(=O)(O[Pd]1c2ccccc2-c2ccccc2N~1)C(F)(F)F.CC(C)c1cc(C(C)C)c(-c2ccccc2P(C(C)(C)C)C(C)(C)C)c(C(C)C)c1.CN(C)C(=NC(C)(C)C)N(C)C.Cc1cc(-n2cccc2)no1. No catalyst specified. The product is Cc1ccc(Nc2cccnc2)cc1. The yield is 0.363.